This data is from Peptide-MHC class I binding affinity with 185,985 pairs from IEDB/IMGT. The task is: Regression. Given a peptide amino acid sequence and an MHC pseudo amino acid sequence, predict their binding affinity value. This is MHC class I binding data. (1) The peptide sequence is RERLSRMAI. The MHC is HLA-B35:01 with pseudo-sequence HLA-B35:01. The binding affinity (normalized) is 0.0847. (2) The peptide sequence is QRSTLERTSKASLER. The MHC is HLA-A11:01 with pseudo-sequence HLA-A11:01. The binding affinity (normalized) is 0.232. (3) The peptide sequence is ERFAVNPGLLE. The MHC is HLA-A01:01 with pseudo-sequence HLA-A01:01. The binding affinity (normalized) is 0.0732.